From a dataset of Rat liver microsome stability data. Regression/Classification. Given a drug SMILES string, predict its absorption, distribution, metabolism, or excretion properties. Task type varies by dataset: regression for continuous measurements (e.g., permeability, clearance, half-life) or binary classification for categorical outcomes (e.g., BBB penetration, CYP inhibition). Dataset: rlm. (1) The drug is Cc1cccc(-n2ccc(=O)c(C(=O)Nc3ccc(S(=O)(=O)Nc4nccs4)cc3)n2)c1. The result is 0 (unstable in rat liver microsomes). (2) The compound is C#Cc1cnc(N2CCC[C@@H](N)C2)n(Cc2ccccc2C#N)c1=O. The result is 0 (unstable in rat liver microsomes).